From a dataset of Full USPTO retrosynthesis dataset with 1.9M reactions from patents (1976-2016). Predict the reactants needed to synthesize the given product. (1) Given the product [CH2:1]([O:3][C:4](=[O:12])[C:5]1[CH:10]=[CH:9][C:8]([N:11]=[CH:17][C:16]2[CH:19]=[CH:20][CH:21]=[C:14]([Br:13])[CH:15]=2)=[CH:7][CH:6]=1)[CH3:2], predict the reactants needed to synthesize it. The reactants are: [CH2:1]([O:3][C:4](=[O:12])[C:5]1[CH:10]=[CH:9][C:8]([NH2:11])=[CH:7][CH:6]=1)[CH3:2].[Br:13][C:14]1[CH:15]=[C:16]([CH:19]=[CH:20][CH:21]=1)[CH:17]=O. (2) Given the product [CH2:11]([C@H:18]1[CH2:19][N:20]([C:24]2[CH:32]=[C:31]3[C:27]([C:28]([CH2:38][CH3:39])=[N:29][N:30]3[CH:33]3[CH2:35][CH2:36][CH2:37]3)=[CH:26][CH:25]=2)[CH2:21][CH2:22][N:23]1[C:8](=[O:10])[CH2:7][C:2]1[N:1]=[CH:6][CH:5]=[CH:4][N:3]=1)[C:12]1[CH:13]=[CH:14][CH:15]=[CH:16][CH:17]=1, predict the reactants needed to synthesize it. The reactants are: [N:1]1[CH:6]=[CH:5][CH:4]=[N:3][C:2]=1[CH2:7][C:8]([OH:10])=O.[CH2:11]([C@@H:18]1[NH:23][CH2:22][CH2:21][N:20]([C:24]2[CH:32]=[C:31]3[C:27]([C:28]([CH2:38][CH3:39])=[N:29][N:30]3[CH:33]3[CH2:37][CH2:36][CH2:35]C3)=[CH:26][CH:25]=2)[CH2:19]1)[C:12]1[CH:17]=[CH:16][CH:15]=[CH:14][CH:13]=1. (3) Given the product [CH3:1][C@H:2]1[CH2:3][N:4]([C:8]2[CH:9]=[CH:10][C:11]([N+:14]([O-:16])=[O:15])=[CH:12][CH:13]=2)[CH2:5][CH2:6][N:7]1[CH:19]1[CH2:20][O:17][CH2:18]1, predict the reactants needed to synthesize it. The reactants are: [CH3:1][C@@H:2]1[NH:7][CH2:6][CH2:5][N:4]([C:8]2[CH:13]=[CH:12][C:11]([N+:14]([O-:16])=[O:15])=[CH:10][CH:9]=2)[CH2:3]1.[O:17]1[CH2:20][C:19](=O)[CH2:18]1.[BH3-]C#N.[Na+]. (4) Given the product [Cl:27][C:28]1[CH:36]=[CH:35][C:34]([S:37]([CH3:40])(=[O:39])=[O:38])=[CH:33][C:29]=1[C:30]([NH:24][C:20]1[CH:21]=[CH:22][CH:23]=[C:18]([C:16]2[O:17][C:13]3[CH:12]=[CH:11][C:10]([CH3:3])=[CH:25][C:14]=3[N:15]=2)[CH:19]=1)=[O:31], predict the reactants needed to synthesize it. The reactants are: C1(C)CCC(C(C)C)[CH:3]([C:10]2[CH:11]=[CH:12][C:13]3[O:17][C:16]([C:18]4[CH:19]=[C:20]([NH2:24])[CH:21]=[CH:22][CH:23]=4)=[N:15][C:14]=3[CH:25]=2)C1.[Cl:27][C:28]1[CH:36]=[CH:35][C:34]([S:37]([CH3:40])(=[O:39])=[O:38])=[CH:33][C:29]=1[C:30](Cl)=[O:31]. (5) Given the product [C:1]([O:5][C:6]([N:8]1[CH2:12][CH2:11][CH2:10][CH:9]1[C:13]1[S:14][C:15]([CH3:22])=[C:16]([C:18]([OH:20])=[O:19])[CH:17]=1)=[O:7])([CH3:4])([CH3:3])[CH3:2], predict the reactants needed to synthesize it. The reactants are: [C:1]([O:5][C:6]([N:8]1[CH2:12][CH2:11][CH2:10][CH:9]1[C:13]1[S:14][C:15]([CH3:22])=[C:16]([C:18]([O:20]C)=[O:19])[CH:17]=1)=[O:7])([CH3:4])([CH3:3])[CH3:2].O.O.[OH-].[Li+].Cl. (6) Given the product [Br:1][C:2]1[C:7]([CH3:8])=[CH:6][C:5]([O:9][CH2:18][C:17]([S:14]([CH3:13])(=[O:16])=[O:15])([CH3:25])[CH3:24])=[CH:4][C:3]=1[CH3:10], predict the reactants needed to synthesize it. The reactants are: [Br:1][C:2]1[C:7]([CH3:8])=[CH:6][C:5]([OH:9])=[CH:4][C:3]=1[CH3:10].[H-].[Na+].[CH3:13][S:14]([C:17]([CH3:25])([CH3:24])[CH2:18]OS(C)(=O)=O)(=[O:16])=[O:15]. (7) Given the product [F:37][C:21]([F:20])([F:38])[C:22]1[CH:23]=[C:24]([S:28]([C@H:31]2[CH2:32][C@H:33]([CH2:35][NH2:36])[CH2:34]2)(=[O:30])=[O:29])[CH:25]=[CH:26][CH:27]=1, predict the reactants needed to synthesize it. The reactants are: FC(F)(F)C1C=C(S[C@H]2C[C@H](C(OC)=O)C2)C=CC=1.[F:20][C:21]([F:38])([F:37])[C:22]1[CH:23]=[C:24]([S:28]([CH:31]2[CH2:34][CH:33]([CH2:35][NH2:36])[CH2:32]2)(=[O:30])=[O:29])[CH:25]=[CH:26][CH:27]=1. (8) Given the product [Cl:26][C:27]1[CH:32]=[CH:31][C:30]([C:20]2([OH:24])[C:19](=[O:25])[C:18]([O:17][CH3:16])=[C:21]2[O:22][CH3:23])=[CH:29][CH:28]=1, predict the reactants needed to synthesize it. The reactants are: O1C=CC=C1C1OC(=O)C(OC)=C1OC.[CH3:16][O:17][C:18]1[C:19](=[O:25])[C:20](=[O:24])[C:21]=1[O:22][CH3:23].[Cl:26][C:27]1[CH:32]=[CH:31][C:30]([Mg]Br)=[CH:29][CH:28]=1.[Cl-].[NH4+].